Dataset: Merck oncology drug combination screen with 23,052 pairs across 39 cell lines. Task: Regression. Given two drug SMILES strings and cell line genomic features, predict the synergy score measuring deviation from expected non-interaction effect. (1) Drug 1: CC1(c2nc3c(C(N)=O)cccc3[nH]2)CCCN1. Drug 2: COC1=C2CC(C)CC(OC)C(O)C(C)C=C(C)C(OC(N)=O)C(OC)C=CC=C(C)C(=O)NC(=CC1=O)C2=O. Cell line: NCIH520. Synergy scores: synergy=-1.96. (2) Drug 1: O=C(O)C1(Cc2cccc(Nc3nccs3)n2)CCC(Oc2cccc(Cl)c2F)CC1. Drug 2: Cc1nc(Nc2ncc(C(=O)Nc3c(C)cccc3Cl)s2)cc(N2CCN(CCO)CC2)n1. Cell line: LNCAP. Synergy scores: synergy=7.71. (3) Drug 1: O=C(O)C1(Cc2cccc(Nc3nccs3)n2)CCC(Oc2cccc(Cl)c2F)CC1. Drug 2: COC1CC2CCC(C)C(O)(O2)C(=O)C(=O)N2CCCCC2C(=O)OC(C(C)CC2CCC(OP(C)(C)=O)C(OC)C2)CC(=O)C(C)C=C(C)C(O)C(OC)C(=O)C(C)CC(C)C=CC=CC=C1C. Cell line: HT29. Synergy scores: synergy=12.0. (4) Drug 2: CCc1cnn2c(NCc3ccc[n+]([O-])c3)cc(N3CCCCC3CCO)nc12. Drug 1: CCC1(O)CC2CN(CCc3c([nH]c4ccccc34)C(C(=O)OC)(c3cc4c(cc3OC)N(C)C3C(O)(C(=O)OC)C(OC(C)=O)C5(CC)C=CCN6CCC43C65)C2)C1. Synergy scores: synergy=-16.6. Cell line: A427. (5) Drug 1: O=C(CCCCCCC(=O)Nc1ccccc1)NO. Drug 2: COC1=C2CC(C)CC(OC)C(O)C(C)C=C(C)C(OC(N)=O)C(OC)C=CC=C(C)C(=O)NC(=CC1=O)C2=O. Cell line: SKMES1. Synergy scores: synergy=-28.7. (6) Drug 1: NC(=O)c1cccc2cn(-c3ccc(C4CCCNC4)cc3)nc12. Drug 2: O=C(NOCC(O)CO)c1ccc(F)c(F)c1Nc1ccc(I)cc1F. Cell line: EFM192B. Synergy scores: synergy=3.55. (7) Drug 2: Cn1c(=O)n(-c2ccc(C(C)(C)C#N)cc2)c2c3cc(-c4cnc5ccccc5c4)ccc3ncc21. Synergy scores: synergy=15.2. Drug 1: COC12C(COC(N)=O)C3=C(C(=O)C(C)=C(N)C3=O)N1CC1NC12. Cell line: SKMES1. (8) Drug 1: Cc1nc(Nc2ncc(C(=O)Nc3c(C)cccc3Cl)s2)cc(N2CCN(CCO)CC2)n1. Drug 2: Cn1cc(-c2cnn3c(N)c(Br)c(C4CCCNC4)nc23)cn1. Cell line: RKO. Synergy scores: synergy=45.4.